From a dataset of Merck oncology drug combination screen with 23,052 pairs across 39 cell lines. Regression. Given two drug SMILES strings and cell line genomic features, predict the synergy score measuring deviation from expected non-interaction effect. (1) Cell line: KPL1. Drug 2: Cc1nc(Nc2ncc(C(=O)Nc3c(C)cccc3Cl)s2)cc(N2CCN(CCO)CC2)n1. Drug 1: C#Cc1cccc(Nc2ncnc3cc(OCCOC)c(OCCOC)cc23)c1. Synergy scores: synergy=-4.17. (2) Synergy scores: synergy=15.1. Cell line: PA1. Drug 1: CC1(c2nc3c(C(N)=O)cccc3[nH]2)CCCN1. Drug 2: CNC(=O)c1cc(Oc2ccc(NC(=O)Nc3ccc(Cl)c(C(F)(F)F)c3)cc2)ccn1. (3) Drug 1: O=C(CCCCCCC(=O)Nc1ccccc1)NO. Drug 2: C#Cc1cccc(Nc2ncnc3cc(OCCOC)c(OCCOC)cc23)c1. Cell line: SKMES1. Synergy scores: synergy=22.0.